Dataset: Reaction yield outcomes from USPTO patents with 853,638 reactions. Task: Predict the reaction yield, written as a fraction of the theoretical maximum amount of product (1.0 means a 100% yield; for example, 0.34 means a 34% yield). (1) The reactants are [CH:1]12[CH2:14][CH:9]([CH:10](O)[CH:11]1O)[CH2:8][C:7]1[C:2]2=[N:3][CH:4]=[CH:5][CH:6]=1.I([O-])(=O)(=O)=O.[Na+].[CH2:21]([NH2:28])[C:22]1[CH:27]=[CH:26][CH:25]=[CH:24][CH:23]=1.C(O[BH-](OC(=O)C)OC(=O)C)(=O)C.[Na+].C(=O)([O-])O.[Na+]. The catalyst is C(O)C.O.ClC(Cl)C.C(OCC)(=O)C. The product is [C:22]1([CH2:21][N:28]2[CH2:11][CH:1]3[CH2:14][CH:9]([CH2:8][C:7]4[C:2]3=[N:3][CH:4]=[CH:5][CH:6]=4)[CH2:10]2)[CH:27]=[CH:26][CH:25]=[CH:24][CH:23]=1. The yield is 0.500. (2) The reactants are [Cl:1][C:2]1[N:7]=[CH:6][C:5]([NH:8]C(=O)OC(C)(C)C)=[C:4]([CH:16]([OH:18])[CH3:17])[CH:3]=1.C(Cl)Cl.FC(F)(F)C(O)=O. No catalyst specified. The product is [NH2:8][C:5]1[C:4]([CH:16]([OH:18])[CH3:17])=[CH:3][C:2]([Cl:1])=[N:7][CH:6]=1. The yield is 0.870. (3) The reactants are [C:1]([O:4][C@H:5]1[CH2:9][C@H:8]([N:10]2[C:14]3[N:15]=[CH:16][N:17]=[C:18]([NH:19][C@@H:20]4[C:28]5[C:23](=[CH:24][CH:25]=[CH:26][CH:27]=5)[CH2:22][CH2:21]4)[C:13]=3[CH:12]=[CH:11]2)[CH2:7][C@H:6]1[CH2:29][O:30][Si](C(C)(C)C)(C)C)(=[O:3])[CH3:2].N1C=CC=CC=1.F.N1C=CC=CC=1.C(=O)(O)[O-].[Na+]. The catalyst is C1COCC1. The product is [C:1]([O:4][C@H:5]1[CH2:9][C@H:8]([N:10]2[C:14]3[N:15]=[CH:16][N:17]=[C:18]([NH:19][C@@H:20]4[C:28]5[C:23](=[CH:24][CH:25]=[CH:26][CH:27]=5)[CH2:22][CH2:21]4)[C:13]=3[CH:12]=[CH:11]2)[CH2:7][C@H:6]1[CH2:29][OH:30])(=[O:3])[CH3:2]. The yield is 0.800.